This data is from Reaction yield outcomes from USPTO patents with 853,638 reactions. The task is: Predict the reaction yield, written as a fraction of the theoretical maximum amount of product (1.0 means a 100% yield; for example, 0.34 means a 34% yield). (1) The reactants are [CH2:1]([O:3][C:4](=[O:16])[CH:5]([C:7]1[CH:12]=[CH:11][C:10]([S:13][CH3:14])=[C:9]([Cl:15])[CH:8]=1)[OH:6])[CH3:2].[C:17](OC(=O)C)(=[O:19])[CH3:18]. The catalyst is N1C=CC=CC=1.CN(C)C1C=CN=CC=1.C(Cl)Cl. The product is [CH2:1]([O:3][C:4](=[O:16])[CH:5]([O:6][C:17](=[O:19])[CH3:18])[C:7]1[CH:12]=[CH:11][C:10]([S:13][CH3:14])=[C:9]([Cl:15])[CH:8]=1)[CH3:2]. The yield is 0.910. (2) The reactants are [Cl:1][C:2]1[CH:7]=[CH:6][C:5]([N:8]2[C:14](=[O:15])[CH:13]([CH2:16][C:17]([O:19]C(C)(C)C)=[O:18])[C:12]3=[N:24][N:25]=[C:26]([CH3:27])[N:11]3[C:10]3[CH:28]=[CH:29][CH:30]=[CH:31][C:9]2=3)=[CH:4][CH:3]=1.C(O)(C(F)(F)F)=O. The catalyst is C(Cl)Cl. The product is [Cl:1][C:2]1[CH:7]=[CH:6][C:5]([N:8]2[C:14](=[O:15])[CH:13]([CH2:16][C:17]([OH:19])=[O:18])[C:12]3=[N:24][N:25]=[C:26]([CH3:27])[N:11]3[C:10]3[CH:28]=[CH:29][CH:30]=[CH:31][C:9]2=3)=[CH:4][CH:3]=1. The yield is 0.870. (3) The reactants are Cl.[Cl:2][C:3]1[C:4]([CH:10]2[CH2:15][CH2:14][CH2:13][CH2:12][CH:11]2[NH2:16])=[N:5][CH:6]=[C:7]([Cl:9])[CH:8]=1.C(N(CC)CC)C.[F:24][C:25]([F:36])([F:35])[C:26]1[CH:34]=[CH:33][CH:32]=[CH:31][C:27]=1[C:28](Cl)=[O:29]. The catalyst is ClCCl. The product is [Cl:2][C:3]1[C:4]([CH:10]2[CH2:15][CH2:14][CH2:13][CH2:12][CH:11]2[NH:16][C:28](=[O:29])[C:27]2[CH:31]=[CH:32][CH:33]=[CH:34][C:26]=2[C:25]([F:24])([F:35])[F:36])=[N:5][CH:6]=[C:7]([Cl:9])[CH:8]=1. The yield is 0.310. (4) The reactants are [I:1][C:2]1[CH:8]=[C:7]([N+:9]([O-:11])=[O:10])[CH:6]=[CH:5][C:3]=1[NH2:4].[Si:12]([O:19][CH2:20][CH:21]=O)([C:15]([CH3:18])([CH3:17])[CH3:16])([CH3:14])[CH3:13].C(O)(C(F)(F)F)=O.[BH3-]C#N.[Na+]. The catalyst is CO. The product is [C:15]([Si:12]([CH3:14])([CH3:13])[O:19][CH2:20][CH2:21][NH:4][C:3]1[CH:5]=[CH:6][C:7]([N+:9]([O-:11])=[O:10])=[CH:8][C:2]=1[I:1])([CH3:18])([CH3:17])[CH3:16]. The yield is 0.250. (5) The reactants are [Cl:1][C:2]1[C:3]([C:25]#[N:26])=[C:4]([C:8]([NH:10][C@@H:11]2[CH2:16][CH2:15][N:14](C(OCC)=O)[CH2:13][C@@H:12]2[O:22][CH2:23][CH3:24])=[O:9])[NH:5][C:6]=1[CH3:7].[OH-].[K+].O.NN.O. The catalyst is C(O)CO. The product is [Cl:1][C:2]1[C:3]([C:25]#[N:26])=[C:4]([C:8]([NH:10][C@@H:11]2[CH2:16][CH2:15][NH:14][CH2:13][C@@H:12]2[O:22][CH2:23][CH3:24])=[O:9])[NH:5][C:6]=1[CH3:7]. The yield is 0.550. (6) The reactants are [C:1]([O:5][C:6]([N:8]([CH2:20][C:21]1[CH:32]=[C:31]([O:33][CH3:34])[CH:30]=[CH:29][C:22]=1[CH:23]=[CH:24][C:25]([O:27][CH3:28])=[O:26])[CH2:9][C:10]1[CH:15]=[CH:14][C:13]([C:16]([F:19])([F:18])[F:17])=[CH:12][CH:11]=1)=[O:7])([CH3:4])([CH3:3])[CH3:2]. The catalyst is CO.[Pd]. The product is [C:1]([O:5][C:6]([N:8]([CH2:20][C:21]1[CH:32]=[C:31]([O:33][CH3:34])[CH:30]=[CH:29][C:22]=1[CH2:23][CH2:24][C:25]([O:27][CH3:28])=[O:26])[CH2:9][C:10]1[CH:11]=[CH:12][C:13]([C:16]([F:17])([F:18])[F:19])=[CH:14][CH:15]=1)=[O:7])([CH3:3])([CH3:4])[CH3:2]. The yield is 0.980. (7) The reactants are [O:1]1[CH2:6][CH:5]=[C:4]([C:7]2[CH:12]=[CH:11][C:10]([N:13]3[CH:18]=[C:17]([O:19][CH3:20])[C:16](=[O:21])[C:15]([C:22]4[N:26]([C:27]5[CH:32]=[CH:31][CH:30]=[CH:29][CH:28]=5)[N:25]=[CH:24][CH:23]=4)=[N:14]3)=[C:9]([F:33])[CH:8]=2)[CH2:3][CH2:2]1.C1COCC1. The catalyst is [Pd].CO. The product is [F:33][C:9]1[CH:8]=[C:7]([CH:4]2[CH2:3][CH2:2][O:1][CH2:6][CH2:5]2)[CH:12]=[CH:11][C:10]=1[N:13]1[CH:18]=[C:17]([O:19][CH3:20])[C:16](=[O:21])[C:15]([C:22]2[N:26]([C:27]3[CH:28]=[CH:29][CH:30]=[CH:31][CH:32]=3)[N:25]=[CH:24][CH:23]=2)=[N:14]1. The yield is 0.850.